Dataset: Forward reaction prediction with 1.9M reactions from USPTO patents (1976-2016). Task: Predict the product of the given reaction. (1) The product is: [Cl:1][C:2]1[CH:3]=[C:4]([N:10]2[CH:18]([CH:19]3[CH2:20][CH2:21][CH2:22][CH2:23]3)[CH:17]3[C:12]([C:13]4[CH:27]=[CH:26][C:25]([C:28]([O:30][CH2:32][C:31]([O:35][CH2:36][CH3:37])=[O:34])=[O:29])=[CH:24][C:14]=4[CH2:15][CH2:16]3)=[N:11]2)[CH:5]=[CH:6][C:7]=1[C:8]#[N:9]. Given the reactants [Cl:1][C:2]1[CH:3]=[C:4]([N:10]2[CH:18]([CH:19]3[CH2:23][CH2:22][CH2:21][CH2:20]3)[CH:17]3[C:12]([C:13]4[CH:27]=[CH:26][C:25]([C:28]([OH:30])=[O:29])=[CH:24][C:14]=4[CH2:15][CH2:16]3)=[N:11]2)[CH:5]=[CH:6][C:7]=1[C:8]#[N:9].[C:31]([O:35][CH2:36][CH3:37])(=[O:34])[CH2:32]O, predict the reaction product. (2) Given the reactants [CH3:1][O:2][C:3]1[C:8]([C:9]([OH:11])=O)=[CH:7][C:6]([C:12]([NH2:14])=[O:13])=[CH:5][CH:4]=1.[Cl:15][C:16]1[C:22]([O:23][CH3:24])=[CH:21][C:19]([NH2:20])=[C:18]([O:25][CH3:26])[CH:17]=1, predict the reaction product. The product is: [Cl:15][C:16]1[C:22]([O:23][CH3:24])=[CH:21][C:19]([NH:20][C:9](=[O:11])[C:8]2[CH:7]=[C:6]([CH:5]=[CH:4][C:3]=2[O:2][CH3:1])[C:12]([NH2:14])=[O:13])=[C:18]([O:25][CH3:26])[CH:17]=1. (3) The product is: [CH3:27][O:28][C:29]1[CH:34]=[C:33]([C:35]([F:36])([F:37])[F:38])[CH:32]=[CH:31][C:30]=1[C:2]1[CH:11]=[CH:10][CH:9]=[C:8]2[C:3]=1[CH:4]=[CH:5][C:6]([S:12]([O:15][C:16]1[C:21]([F:22])=[C:20]([F:23])[C:19]([F:24])=[C:18]([F:25])[C:17]=1[F:26])(=[O:13])=[O:14])=[CH:7]2. Given the reactants Br[C:2]1[CH:11]=[CH:10][CH:9]=[C:8]2[C:3]=1[CH:4]=[CH:5][C:6]([S:12]([O:15][C:16]1[C:21]([F:22])=[C:20]([F:23])[C:19]([F:24])=[C:18]([F:25])[C:17]=1[F:26])(=[O:14])=[O:13])=[CH:7]2.[CH3:27][O:28][C:29]1[CH:34]=[C:33]([C:35]([F:38])([F:37])[F:36])[CH:32]=[CH:31][C:30]=1B(O)O.P([O-])([O-])([O-])=O.[K+].[K+].[K+], predict the reaction product.